This data is from Full USPTO retrosynthesis dataset with 1.9M reactions from patents (1976-2016). The task is: Predict the reactants needed to synthesize the given product. (1) The reactants are: [N:1]([CH2:4][C:5]1[C:10]([CH3:11])=[N:9][C:8]2[N:12]([CH2:15][CH3:16])[N:13]=[CH:14][C:7]=2[C:6]=1[NH:17][CH:18]1[CH2:23][CH2:22][O:21][CH2:20][CH2:19]1)=[N+]=[N-]. Given the product [NH2:1][CH2:4][C:5]1[C:10]([CH3:11])=[N:9][C:8]2[N:12]([CH2:15][CH3:16])[N:13]=[CH:14][C:7]=2[C:6]=1[NH:17][CH:18]1[CH2:19][CH2:20][O:21][CH2:22][CH2:23]1, predict the reactants needed to synthesize it. (2) The reactants are: Br[C:2]1[NH:3][C:4]([Cl:8])=[C:5]([Cl:7])[N:6]=1.[C:9]([O:13][C:14]([N:16]1[CH2:21][CH:20]=[C:19](B2OC(C)(C)C(C)(C)O2)[CH2:18][CH2:17]1)=[O:15])([CH3:12])([CH3:11])[CH3:10].C(=O)([O-])[O-].[Na+].[Na+]. Given the product [C:9]([O:13][C:14]([N:16]1[CH2:17][CH:18]=[C:19]([C:2]2[NH:3][C:4]([Cl:8])=[C:5]([Cl:7])[N:6]=2)[CH2:20][CH2:21]1)=[O:15])([CH3:12])([CH3:10])[CH3:11], predict the reactants needed to synthesize it.